Dataset: Reaction yield outcomes from USPTO patents with 853,638 reactions. Task: Predict the reaction yield, written as a fraction of the theoretical maximum amount of product (1.0 means a 100% yield; for example, 0.34 means a 34% yield). (1) The reactants are Br[C:2]1[CH:3]=[CH:4][C:5]([O:24][CH3:25])=[C:6]([C:10]2[CH:11]=[C:12]3[C:17](=[CH:18][CH:19]=2)[C:16]([CH3:21])([CH3:20])[CH2:15][CH2:14][C:13]3([CH3:23])[CH3:22])[C:7]=1[O:8][CH3:9].CN(C)[CH:28]=[O:29]. The catalyst is C1COCC1. The product is [CH3:21][C:16]1([CH3:20])[CH2:15][CH2:14][C:13]([CH3:23])([CH3:22])[C:12]2[CH:11]=[C:10]([C:6]3[C:7]([O:8][CH3:9])=[C:2]([CH:3]=[CH:4][C:5]=3[O:24][CH3:25])[CH:28]=[O:29])[CH:19]=[CH:18][C:17]1=2. The yield is 0.720. (2) The reactants are [CH3:1][O:2][N:3]([CH3:21])[C:4](=[O:20])[C:5]1[CH:10]=[CH:9][C:8]([C:11]([F:14])([F:13])[F:12])=[N:7][C:6]=1[C:15]#[C:16][CH2:17][O:18][CH3:19].CO. The catalyst is [Pd]. The product is [CH3:1][O:2][N:3]([CH3:21])[C:4](=[O:20])[C:5]1[CH:10]=[CH:9][C:8]([C:11]([F:14])([F:13])[F:12])=[N:7][C:6]=1[CH2:15][CH2:16][CH2:17][O:18][CH3:19]. The yield is 0.640. (3) The reactants are [C:1]([NH:11][C@@H:12]1[C:17](=[O:18])[O:16][C:14](=[O:15])[CH2:13]1)([O:3][CH2:4][C:5]1[CH:10]=[CH:9][CH:8]=[CH:7][CH:6]=1)=[O:2].[CH2:19]([NH2:31])[CH2:20][CH2:21][CH2:22][CH2:23][CH2:24][CH2:25][CH2:26][CH2:27][CH2:28][CH2:29][CH3:30].C(N(CC)CC)C. The catalyst is C(Cl)Cl. The product is [CH2:19]([NH:31][C:14](=[O:15])[CH2:13][CH:12]([NH:11][C:1]([O:3][CH2:4][C:5]1[CH:10]=[CH:9][CH:8]=[CH:7][CH:6]=1)=[O:2])[C:17]([OH:16])=[O:18])[CH2:20][CH2:21][CH2:22][CH2:23][CH2:24][CH2:25][CH2:26][CH2:27][CH2:28][CH2:29][CH3:30]. The yield is 0.970. (4) The reactants are [CH:1]1([C:4]2[NH:5][C:6]3[C:11]([CH:12]=2)=[C:10]([C:13]([F:16])([F:15])[F:14])[C:9]([C:17]#[N:18])=[CH:8][CH:7]=3)[CH2:3][CH2:2]1.C(=O)([O-])[O-].[Cs+].[Cs+].Br[CH2:26][C:27]([O:29][C:30]([CH3:33])([CH3:32])[CH3:31])=[O:28]. The catalyst is C(#N)C. The product is [C:17]([C:9]1[C:10]([C:13]([F:14])([F:15])[F:16])=[C:11]2[C:6](=[CH:7][CH:8]=1)[N:5]([CH2:26][C:27]([O:29][C:30]([CH3:33])([CH3:32])[CH3:31])=[O:28])[C:4]([CH:1]1[CH2:2][CH2:3]1)=[CH:12]2)#[N:18]. The yield is 1.00. (5) The reactants are Br[C:2]1[CH:3]=[C:4]2[C:8](=[CH:9][CH:10]=1)[NH:7][C:6]([CH3:11])=[CH:5]2.[H-].[K+].C([Li])(C)(C)C.C(O[B:23]1[O:27][C:26]([CH3:29])([CH3:28])[C:25]([CH3:31])([CH3:30])[O:24]1)(C)C. The catalyst is C1COCC1. The product is [CH3:11][C:6]1[NH:7][C:8]2[C:4]([CH:5]=1)=[CH:3][C:2]([B:23]1[O:27][C:26]([CH3:29])([CH3:28])[C:25]([CH3:31])([CH3:30])[O:24]1)=[CH:10][CH:9]=2. The yield is 0.630. (6) The catalyst is C(OCC)(=O)C.[Pd]. The reactants are [N:1]([C:4]1[C:5]([Cl:23])=[C:6]2[CH:12]=[CH:11][N:10]([Si:13]([CH:20]([CH3:22])[CH3:21])([CH:17]([CH3:19])[CH3:18])[CH:14]([CH3:16])[CH3:15])[C:7]2=[N:8][CH:9]=1)=[N+]=[N-].[H][H]. The product is [Cl:23][C:5]1[C:4]([NH2:1])=[CH:9][N:8]=[C:7]2[N:10]([Si:13]([CH:17]([CH3:19])[CH3:18])([CH:20]([CH3:22])[CH3:21])[CH:14]([CH3:15])[CH3:16])[CH:11]=[CH:12][C:6]=12. The yield is 0.435.